This data is from Catalyst prediction with 721,799 reactions and 888 catalyst types from USPTO. The task is: Predict which catalyst facilitates the given reaction. (1) Reactant: [F:1][C:2]1[C:7]([C:8]([F:11])([F:10])[F:9])=[CH:6][CH:5]=[CH:4][C:3]=1[C:12]([C:15]1[N:19]([CH3:20])[N:18]=[N:17][N:16]=1)=[N:13][OH:14].Br[CH2:22][C:23]1[N:28]=[C:27]([N:29]2[C:37](=[O:38])[C:36]3[C:31](=[CH:32][CH:33]=[CH:34][CH:35]=3)[C:30]2=[O:39])[CH:26]=[CH:25][CH:24]=1.C(=O)([O-])[O-].[Cs+].[Cs+].[I-].[K+]. Product: [F:1][C:2]1[C:7]([C:8]([F:11])([F:9])[F:10])=[CH:6][CH:5]=[CH:4][C:3]=1[C:12](=[N:13][O:14][CH2:22][C:23]1[N:28]=[C:27]([N:29]2[C:30](=[O:39])[C:31]3[C:36](=[CH:35][CH:34]=[CH:33][CH:32]=3)[C:37]2=[O:38])[CH:26]=[CH:25][CH:24]=1)[C:15]1[N:19]([CH3:20])[N:18]=[N:17][N:16]=1. The catalyst class is: 10. (2) Reactant: Cl[C:2]1[N:7]=[C:6]([C:8]2[S:12][C:11]([N:13]3[CH2:18][CH2:17][N:16]([S:19]([CH3:22])(=[O:21])=[O:20])[CH2:15][CH2:14]3)=[N:10][C:9]=2[C:23]2[C:24]([F:41])=[C:25]([NH:29][S:30]([C:33]3[CH:38]=[C:37]([F:39])[CH:36]=[CH:35][C:34]=3[F:40])(=[O:32])=[O:31])[CH:26]=[CH:27][CH:28]=2)[CH:5]=[CH:4][N:3]=1.[NH4+:42].[OH-].C(Cl)Cl. Product: [NH2:42][C:2]1[N:7]=[C:6]([C:8]2[S:12][C:11]([N:13]3[CH2:18][CH2:17][N:16]([S:19]([CH3:22])(=[O:21])=[O:20])[CH2:15][CH2:14]3)=[N:10][C:9]=2[C:23]2[C:24]([F:41])=[C:25]([NH:29][S:30]([C:33]3[CH:38]=[C:37]([F:39])[CH:36]=[CH:35][C:34]=3[F:40])(=[O:32])=[O:31])[CH:26]=[CH:27][CH:28]=2)[CH:5]=[CH:4][N:3]=1. The catalyst class is: 5.